From a dataset of Forward reaction prediction with 1.9M reactions from USPTO patents (1976-2016). Predict the product of the given reaction. Given the reactants Br[C:2]1[CH:3]=[C:4]2[C:10]([C:11]3[CH:16]=[CH:15][C:14]([F:17])=[CH:13][CH:12]=3)=[CH:9][N:8](S(C3C=CC(C)=CC=3)(=O)=O)[C:5]2=[N:6][CH:7]=1.[CH3:28][O:29][C:30]1[CH:31]=[C:32](B(O)O)[CH:33]=[C:34]([O:38][CH3:39])[C:35]=1[O:36][CH3:37].C([O-])([O-])=O.[Na+].[Na+].CCOC(C)=O, predict the reaction product. The product is: [F:17][C:14]1[CH:13]=[CH:12][C:11]([C:10]2[C:4]3[C:5](=[N:6][CH:7]=[C:2]([C:32]4[CH:33]=[C:34]([O:38][CH3:39])[C:35]([O:36][CH3:37])=[C:30]([O:29][CH3:28])[CH:31]=4)[CH:3]=3)[NH:8][CH:9]=2)=[CH:16][CH:15]=1.